Dataset: Catalyst prediction with 721,799 reactions and 888 catalyst types from USPTO. Task: Predict which catalyst facilitates the given reaction. Reactant: [CH3:1][C:2]([O:5][C:6]([NH:8][CH2:9][C@@H:10]1[CH2:15][CH2:14][C@H:13]([C:16]([N:18]2[CH2:22][C@@H:21]([N:23]3[CH2:28][CH2:27][NH:26][CH2:25][CH2:24]3)[CH2:20][C@H:19]2[C:29]([NH:31][C:32]2[CH:41]=[CH:40][C:35]([C:36]([O:38][CH3:39])=[O:37])=[CH:34][CH:33]=2)=[O:30])=[O:17])[CH2:12][CH2:11]1)=[O:7])([CH3:4])[CH3:3].C(N(CC)CC)C.Cl[C:50]([O:52][CH3:53])=[O:51]. Product: [CH3:39][O:38][C:36]([C:35]1[CH:34]=[CH:33][C:32]([NH:31][C:29]([C@H:19]2[N:18]([C:16]([C@H:13]3[CH2:14][CH2:15][C@@H:10]([CH2:9][NH:8][C:6]([O:5][C:2]([CH3:1])([CH3:3])[CH3:4])=[O:7])[CH2:11][CH2:12]3)=[O:17])[CH2:22][C@@H:21]([N:23]3[CH2:28][CH2:27][N:26]([C:50]([O:52][CH3:53])=[O:51])[CH2:25][CH2:24]3)[CH2:20]2)=[O:30])=[CH:41][CH:40]=1)=[O:37]. The catalyst class is: 4.